Binary Classification. Given a T-cell receptor sequence (or CDR3 region) and an epitope sequence, predict whether binding occurs between them. From a dataset of TCR-epitope binding with 47,182 pairs between 192 epitopes and 23,139 TCRs. (1) The epitope is NLVPMVATV. The TCR CDR3 sequence is CATSDYSGSVNEQYF. Result: 1 (the TCR binds to the epitope). (2) The epitope is GLCTLVAML. The TCR CDR3 sequence is CSVEGLAPSSYNEQFF. Result: 0 (the TCR does not bind to the epitope). (3) The TCR CDR3 sequence is CASSLEVGQETQYF. The epitope is RQLLFVVEV. Result: 1 (the TCR binds to the epitope). (4) The epitope is NQKLIANQF. The TCR CDR3 sequence is CASTPNLGQANYGYTF. Result: 1 (the TCR binds to the epitope).